From a dataset of Forward reaction prediction with 1.9M reactions from USPTO patents (1976-2016). Predict the product of the given reaction. (1) Given the reactants Cl[CH2:2][CH2:3][CH2:4][O:5][C:6]1[C:14]2[C:9](=[N:10][CH:11]=[N:12][C:13]=2[NH:15][C:16]2[CH:21]=[CH:20][C:19]([O:22][CH2:23][C:24]3[CH:29]=[CH:28][CH:27]=[CH:26][N:25]=3)=[C:18]([Cl:30])[CH:17]=2)[NH:8][N:7]=1.[OH:31][CH:32]1[CH2:37][CH2:36][NH:35][CH2:34][CH2:33]1, predict the reaction product. The product is: [Cl:30][C:18]1[CH:17]=[C:16]([NH:15][C:13]2[N:12]=[CH:11][N:10]=[C:9]3[NH:8][N:7]=[C:6]([O:5][CH2:4][CH2:3][CH2:2][N:35]4[CH2:36][CH2:37][CH:32]([OH:31])[CH2:33][CH2:34]4)[C:14]=23)[CH:21]=[CH:20][C:19]=1[O:22][CH2:23][C:24]1[CH:29]=[CH:28][CH:27]=[CH:26][N:25]=1. (2) Given the reactants [OH:1][C:2]1[CH:7]=[CH:6][C:5]([C:8]2[C:9](=[O:23])[C:10]([CH3:22])([CH3:21])[O:11][C:12]=2[C:13]2[CH:18]=[CH:17][C:16]([O:19][CH3:20])=[CH:15][CH:14]=2)=[CH:4][CH:3]=1.C(=O)([O-])[O-].[Cs+].[Cs+].CN(C=O)C.Cl[CH2:36][C:37]1[C:42]([CH3:43])=[CH:41][C:40]([CH3:44])=[CH:39][N:38]=1, predict the reaction product. The product is: [CH3:43][C:42]1[C:37]([CH2:36][O:1][C:2]2[CH:3]=[CH:4][C:5]([C:8]3[C:9](=[O:23])[C:10]([CH3:21])([CH3:22])[O:11][C:12]=3[C:13]3[CH:18]=[CH:17][C:16]([O:19][CH3:20])=[CH:15][CH:14]=3)=[CH:6][CH:7]=2)=[N:38][CH:39]=[C:40]([CH3:44])[CH:41]=1.